This data is from Full USPTO retrosynthesis dataset with 1.9M reactions from patents (1976-2016). The task is: Predict the reactants needed to synthesize the given product. (1) Given the product [NH2:1][C:2]1[N:7]=[CH:6][N:5]=[C:4]2[N:8]([CH2:25][C@H:26]([NH:28][C:29](=[O:33])[C:30]([C:31]#[N:32])=[CH:44][C:43]([O:42][CH2:40][CH3:41])([CH3:47])[CH3:46])[CH3:27])[N:9]=[C:10]([C:11]3[CH:16]=[CH:15][C:14]([O:17][C:18]4[CH:19]=[CH:20][CH:21]=[CH:22][CH:23]=4)=[CH:13][C:12]=3[F:24])[C:3]=12, predict the reactants needed to synthesize it. The reactants are: [NH2:1][C:2]1[N:7]=[CH:6][N:5]=[C:4]2[N:8]([CH2:25][C@H:26]([NH:28][C:29](=[O:33])[CH2:30][C:31]#[N:32])[CH3:27])[N:9]=[C:10]([C:11]3[CH:16]=[CH:15][C:14]([O:17][C:18]4[CH:23]=[CH:22][CH:21]=[CH:20][CH:19]=4)=[CH:13][C:12]=3[F:24])[C:3]=12.N1CCCCC1.[CH2:40]([O:42][C:43]([CH3:47])([CH3:46])[CH:44]=O)[CH3:41]. (2) Given the product [Br:21][C:9]1[CH:8]=[C:7]2[C@@:5]3([CH2:4][O:3][C:2]([NH2:1])=[N:6]3)[C:19]3[C:14](=[N:15][CH:16]=[C:17]([O:20][CH2:33][C:34]([CH3:37])([CH3:36])[CH3:35])[CH:18]=3)[O:13][C:12]2=[CH:11][CH:10]=1, predict the reactants needed to synthesize it. The reactants are: [NH2:1][C:2]1[O:3][CH2:4][C@:5]2([C:19]3[C:14](=[N:15][CH:16]=[C:17]([OH:20])[CH:18]=3)[O:13][C:12]3[C:7]2=[CH:8][C:9]([Br:21])=[CH:10][CH:11]=3)[N:6]=1.CN(C=O)C.C(=O)([O-])[O-].[Cs+].[Cs+].[CH2:33](I)[C:34]([CH3:37])([CH3:36])[CH3:35]. (3) The reactants are: [Cl:1][C:2]1[CH:3]=[C:4]([NH2:19])[CH:5]=[N:6][C:7]=1[O:8][C:9]1[CH:10]=[C:11]2[C:16](=[CH:17][CH:18]=1)[N:15]=[CH:14][CH:13]=[CH:12]2.[CH3:20][O:21][C:22]1[CH:23]=[C:24]([S:30](Cl)(=[O:32])=[O:31])[CH:25]=[CH:26][C:27]=1[O:28][CH3:29]. Given the product [Cl:1][C:2]1[CH:3]=[C:4]([NH:19][S:30]([C:24]2[CH:25]=[CH:26][C:27]([O:28][CH3:29])=[C:22]([O:21][CH3:20])[CH:23]=2)(=[O:32])=[O:31])[CH:5]=[N:6][C:7]=1[O:8][C:9]1[CH:10]=[C:11]2[C:16](=[CH:17][CH:18]=1)[N:15]=[CH:14][CH:13]=[CH:12]2, predict the reactants needed to synthesize it.